From a dataset of CYP2C9 inhibition data for predicting drug metabolism from PubChem BioAssay. Regression/Classification. Given a drug SMILES string, predict its absorption, distribution, metabolism, or excretion properties. Task type varies by dataset: regression for continuous measurements (e.g., permeability, clearance, half-life) or binary classification for categorical outcomes (e.g., BBB penetration, CYP inhibition). Dataset: cyp2c9_veith. (1) The molecule is Cc1ccc(C(C2C(=O)CC(C)(C)CC2=O)C2C(=O)CC(C)(C)CC2=O)s1. The result is 1 (inhibitor). (2) The compound is CCCCN(C)Cc1c(C)[nH]c2ccc(Cl)cc2c1=O. The result is 0 (non-inhibitor). (3) The molecule is NCCNCC1CCNCC1. The result is 0 (non-inhibitor). (4) The compound is N[C@@H](Cc1ccccc1)P(=O)(O)O. The result is 0 (non-inhibitor). (5) The molecule is CC(C)[C@@H](OCc1ccccc1)[C@H](C)/C=N\O[C@@H](C)c1cn([C@@H]2COC[C@@H]2O)nn1. The result is 0 (non-inhibitor).